This data is from HIV replication inhibition screening data with 41,000+ compounds from the AIDS Antiviral Screen. The task is: Binary Classification. Given a drug SMILES string, predict its activity (active/inactive) in a high-throughput screening assay against a specified biological target. (1) The compound is COc1ccc2c(c1)CCC1C2CCC2(C)C(=NOCCN3CCCCC3)CCC12.Cl. The result is 0 (inactive). (2) The compound is CC(=O)NC1=C(C)C(=O)c2c(nc3n2CCC3O)C1=N. The result is 0 (inactive). (3) The compound is O=C(c1ccccc1)c1c2ccccn2c2cccc[n+]12.[Br-]. The result is 0 (inactive). (4) The compound is N#CC1CC2(C(=O)C1=O)c1ccccc1-c1ccccc12. The result is 0 (inactive). (5) The drug is CC(=O)NC(C(=O)NC(C)C(=O)N1CCCC1C(=O)O)C(C)C. The result is 0 (inactive). (6) The molecule is CCCCC(=O)Oc1c(Cl)cc(C(=CCCC2CCC3(C)C(CCC4C3CCC3(C)C(C(C)CCCC(C)C)CCC43)C2)c2cc(Cl)c(OC(=O)CCCC)c(C(=O)O)c2)cc1C(=O)O.[NaH]. The result is 1 (active).